From a dataset of NCI-60 drug combinations with 297,098 pairs across 59 cell lines. Regression. Given two drug SMILES strings and cell line genomic features, predict the synergy score measuring deviation from expected non-interaction effect. Drug 1: C1CCN(CC1)CCOC2=CC=C(C=C2)C(=O)C3=C(SC4=C3C=CC(=C4)O)C5=CC=C(C=C5)O. Drug 2: CNC(=O)C1=CC=CC=C1SC2=CC3=C(C=C2)C(=NN3)C=CC4=CC=CC=N4. Cell line: ACHN. Synergy scores: CSS=12.6, Synergy_ZIP=2.50, Synergy_Bliss=9.29, Synergy_Loewe=4.96, Synergy_HSA=6.77.